Dataset: NCI-60 drug combinations with 297,098 pairs across 59 cell lines. Task: Regression. Given two drug SMILES strings and cell line genomic features, predict the synergy score measuring deviation from expected non-interaction effect. (1) Drug 1: COC1=C(C=C2C(=C1)N=CN=C2NC3=CC(=C(C=C3)F)Cl)OCCCN4CCOCC4. Drug 2: C1=NC2=C(N=C(N=C2N1C3C(C(C(O3)CO)O)F)Cl)N. Cell line: KM12. Synergy scores: CSS=11.8, Synergy_ZIP=-7.59, Synergy_Bliss=-7.53, Synergy_Loewe=-6.04, Synergy_HSA=-3.29. (2) Drug 1: CS(=O)(=O)C1=CC(=C(C=C1)C(=O)NC2=CC(=C(C=C2)Cl)C3=CC=CC=N3)Cl. Drug 2: CC1C(C(CC(O1)OC2CC(CC3=C2C(=C4C(=C3O)C(=O)C5=C(C4=O)C(=CC=C5)OC)O)(C(=O)C)O)N)O.Cl. Cell line: NCI-H322M. Synergy scores: CSS=25.4, Synergy_ZIP=10.4, Synergy_Bliss=19.6, Synergy_Loewe=14.6, Synergy_HSA=18.6. (3) Drug 1: CN(C(=O)NC(C=O)C(C(C(CO)O)O)O)N=O. Drug 2: N.N.Cl[Pt+2]Cl. Cell line: IGROV1. Synergy scores: CSS=64.0, Synergy_ZIP=7.49, Synergy_Bliss=4.22, Synergy_Loewe=-31.0, Synergy_HSA=4.75.